Task: Predict which catalyst facilitates the given reaction.. Dataset: Catalyst prediction with 721,799 reactions and 888 catalyst types from USPTO (1) Product: [Br:27][C:16]1[C:15]([C@H:9]([O:10][C:11]([CH3:12])([CH3:13])[CH3:14])[CH2:8][OH:7])=[C:24]([CH3:25])[CH:23]=[C:22]2[C:17]=1[CH:18]=[CH:19][C:20]([CH3:26])=[N:21]2. The catalyst class is: 87. Reactant: C([O:7][CH2:8][C@H:9]([C:15]1[C:16]([Br:27])=[C:17]2[C:22](=[CH:23][C:24]=1[CH3:25])[N:21]=[C:20]([CH3:26])[CH:19]=[CH:18]2)[O:10][C:11]([CH3:14])([CH3:13])[CH3:12])(=O)C(C)(C)C.[OH-].[Na+]. (2) Reactant: [C:1]1([CH2:7][CH2:8][C:9](Cl)=[O:10])[CH:6]=[CH:5][CH:4]=[CH:3][CH:2]=1.C(N(CC)CC)C.[Br:19][C:20]1[CH:21]=[C:22]2[C:26](=[CH:27][CH:28]=1)[N:25]([CH2:29][CH:30]1[CH2:35][CH2:34][NH:33][CH2:32][CH2:31]1)[CH:24]=[CH:23]2.CO.ClCCl. Product: [Br:19][C:20]1[CH:21]=[C:22]2[C:26](=[CH:27][CH:28]=1)[N:25]([CH2:29][CH:30]1[CH2:31][CH2:32][N:33]([C:9](=[O:10])[CH2:8][CH2:7][C:1]3[CH:6]=[CH:5][CH:4]=[CH:3][CH:2]=3)[CH2:34][CH2:35]1)[CH:24]=[CH:23]2. The catalyst class is: 46. (3) Reactant: C(Cl)(=O)C([Cl:4])=O.[CH3:7][C:8]([N:13]1[C:18](=[O:19])[N:17]([C:20]2[CH:25]=[CH:24][CH:23]=[CH:22][CH:21]=2)[CH2:16][O:15][CH2:14]1)([CH3:12])[C:9](O)=[O:10].CN(C)C=O. Product: [CH3:7][C:8]([N:13]1[C:18](=[O:19])[N:17]([C:20]2[CH:25]=[CH:24][CH:23]=[CH:22][CH:21]=2)[CH2:16][O:15][CH2:14]1)([CH3:12])[C:9]([Cl:4])=[O:10]. The catalyst class is: 2. (4) Reactant: [CH3:1][O:2][C:3](=[O:38])[C:4]1[CH:9]=[C:8]([O:10][C:11]2[CH:16]=[CH:15][C:14]([NH2:17])=[C:13]([N:18]([CH2:20][C:21]3[CH:26]=[CH:25][CH:24]=[CH:23][CH:22]=3)[CH3:19])[CH:12]=2)[CH:7]=[CH:6][C:5]=1[NH:27][S:28]([C:31]1[CH:36]=[CH:35][C:34]([CH3:37])=[CH:33][CH:32]=1)(=[O:30])=[O:29].[S:39](Cl)([C:42]1[CH:48]=[CH:47][C:45]([CH3:46])=[CH:44][CH:43]=1)(=[O:41])=[O:40].N1C=CC=CC=1. Product: [CH2:20]([N:18]([CH3:19])[C:13]1[CH:12]=[C:11]([CH:16]=[CH:15][C:14]=1[NH:17][S:39]([C:42]1[CH:48]=[CH:47][C:45]([CH3:46])=[CH:44][CH:43]=1)(=[O:41])=[O:40])[O:10][C:8]1[CH:7]=[CH:6][C:5]([NH:27][S:28]([C:31]2[CH:32]=[CH:33][C:34]([CH3:37])=[CH:35][CH:36]=2)(=[O:30])=[O:29])=[C:4]([CH:9]=1)[C:3]([O:2][CH3:1])=[O:38])[C:21]1[CH:26]=[CH:25][CH:24]=[CH:23][CH:22]=1. The catalyst class is: 4. (5) Reactant: [CH3:1][N:2]([C:4]([N:6]=[C:7]([NH2:9])[NH2:8])=[NH:5])[CH3:3].Cl.[OH-].[K+]. Product: [CH3:1][N:2]([C:4]([NH:6][C:7]([NH2:9])=[NH:8])=[NH:5])[CH3:3]. The catalyst class is: 32. (6) Reactant: [CH2:1]([C:3]1[C:11]2[C:6](=[CH:7][C:8]([C:12]3[N:17]=[C:16]4[N:18]([CH2:21][C:22]5[CH:23]=[C:24]6[C:29](=[CH:30][CH:31]=5)[N:28]=[CH:27][CH:26]=[CH:25]6)[N:19]=[N:20][C:15]4=[CH:14][CH:13]=3)=[CH:9][CH:10]=2)[N:5](C(OC(C)(C)C)=O)[N:4]=1)[CH3:2].C(O)(C(F)(F)F)=O.[OH-].[Na+]. Product: [CH2:1]([C:3]1[C:11]2[C:6](=[CH:7][C:8]([C:12]3[N:17]=[C:16]4[N:18]([CH2:21][C:22]5[CH:23]=[C:24]6[C:29](=[CH:30][CH:31]=5)[N:28]=[CH:27][CH:26]=[CH:25]6)[N:19]=[N:20][C:15]4=[CH:14][CH:13]=3)=[CH:9][CH:10]=2)[NH:5][N:4]=1)[CH3:2]. The catalyst class is: 4.